This data is from Peptide-MHC class II binding affinity with 134,281 pairs from IEDB. The task is: Regression. Given a peptide amino acid sequence and an MHC pseudo amino acid sequence, predict their binding affinity value. This is MHC class II binding data. (1) The peptide sequence is VWRIDTPDKLTGPFT. The MHC is HLA-DPA10201-DPB10101 with pseudo-sequence HLA-DPA10201-DPB10101. The binding affinity (normalized) is 0.197. (2) The MHC is H-2-IEk with pseudo-sequence H-2-IEk. The binding affinity (normalized) is 0.441. The peptide sequence is YAGIRRDGLLLRLVD. (3) The MHC is HLA-DQA10301-DQB10302 with pseudo-sequence HLA-DQA10301-DQB10302. The binding affinity (normalized) is 0.182. The peptide sequence is VGAITTIEDPVLAKK. (4) The peptide sequence is DFDGRSEFAYGSFVR. The MHC is HLA-DQA10301-DQB10302 with pseudo-sequence HLA-DQA10301-DQB10302. The binding affinity (normalized) is 0.208. (5) The MHC is H-2-IAd with pseudo-sequence H-2-IAd. The peptide sequence is MDRESAIRAAKLVQA. The binding affinity (normalized) is 0.567.